Dataset: Forward reaction prediction with 1.9M reactions from USPTO patents (1976-2016). Task: Predict the product of the given reaction. The product is: [Br:7][C:8]1[S:12][C:11]([NH:13][C:14]([NH2:16])=[O:15])=[C:10]([C:23]([NH2:25])=[O:24])[CH:9]=1. Given the reactants C(=O)([O-])[O-].[Na+].[Na+].[Br:7][C:8]1[S:12][C:11]([NH:13][C:14]([NH:16]C(=O)C(Cl)(Cl)Cl)=[O:15])=[C:10]([C:23]([NH2:25])=[O:24])[CH:9]=1, predict the reaction product.